Dataset: Reaction yield outcomes from USPTO patents with 853,638 reactions. Task: Predict the reaction yield, written as a fraction of the theoretical maximum amount of product (1.0 means a 100% yield; for example, 0.34 means a 34% yield). (1) The reactants are [F:1][C:2]1[CH:3]=[C:4]([C:37]2[C:38]([C:43]#[N:44])=[CH:39][CH:40]=[CH:41][CH:42]=2)[CH:5]=[CH:6][C:7]=1[CH2:8][C:9]1[C:10](=[O:36])[N:11]([C@H:21]2[CH2:26][CH2:25][C@H:24]([O:27][CH2:28][C:29]3([CH:33]([OH:35])[CH3:34])[CH2:32][CH2:31][CH2:30]3)[CH2:23][CH2:22]2)[C:12]2[N:13]([N:18]=[CH:19][N:20]=2)[C:14]=1[CH2:15][CH2:16][CH3:17].CC(OI1(OC(C)=O)(OC(C)=O)OC(=O)C2C1=CC=CC=2)=O.C(=O)([O-])O.[Na+].S([O-])([O-])(=O)=S.[Na+].[Na+]. The catalyst is C(#N)C. The product is [C:33]([C:29]1([CH2:28][O:27][C@H:24]2[CH2:23][CH2:22][C@H:21]([N:11]3[C:10](=[O:36])[C:9]([CH2:8][C:7]4[CH:6]=[CH:5][C:4]([C:37]5[C:38]([C:43]#[N:44])=[CH:39][CH:40]=[CH:41][CH:42]=5)=[CH:3][C:2]=4[F:1])=[C:14]([CH2:15][CH2:16][CH3:17])[N:13]4[N:18]=[CH:19][N:20]=[C:12]34)[CH2:26][CH2:25]2)[CH2:32][CH2:31][CH2:30]1)(=[O:35])[CH3:34]. The yield is 0.890. (2) The reactants are [Cl:1][C:2]1[C:10]2[C:5](=[CH:6][C:7]([F:34])=[C:8]([CH2:11][NH:12][C:13](=[O:33])[C:14]3[CH:19]=[CH:18][N:17]=[C:16]([CH2:20][C:21]4[CH:22]=[C:23]5[C:28](=[CH:29][CH:30]=4)[N:27]=[C:26]([C:31]#[N:32])[CH:25]=[CH:24]5)[CH:15]=3)[CH:9]=2)[NH:4][CH:3]=1.[OH2:35].[OH-].[NH4+].OO. The catalyst is CO. The product is [Cl:1][C:2]1[C:10]2[C:5](=[CH:6][C:7]([F:34])=[C:8]([CH2:11][NH:12][C:13]([C:14]3[CH:19]=[CH:18][N:17]=[C:16]([CH2:20][C:21]4[CH:22]=[C:23]5[C:28](=[CH:29][CH:30]=4)[N:27]=[C:26]([C:31]([NH2:32])=[O:35])[CH:25]=[CH:24]5)[CH:15]=3)=[O:33])[CH:9]=2)[NH:4][CH:3]=1. The yield is 0.250. (3) The reactants are Br[CH2:2][CH:3]([CH3:5])[CH3:4].[Br:6][C:7]1[CH:12]=[CH:11][C:10]([C@@H:13]([NH:15][S:16]([CH2:19][C:20]2[CH:25]=[CH:24][CH:23]=[CH:22][CH:21]=2)(=[O:18])=[O:17])[CH3:14])=[CH:9][CH:8]=1.C([O-])([O-])=O.[K+].[K+]. The catalyst is CC#N. The product is [Br:6][C:7]1[CH:12]=[CH:11][C:10]([C@@H:13]([N:15]([CH2:2][CH:3]([CH3:5])[CH3:4])[S:16]([CH2:19][C:20]2[CH:21]=[CH:22][CH:23]=[CH:24][CH:25]=2)(=[O:18])=[O:17])[CH3:14])=[CH:9][CH:8]=1. The yield is 0.120. (4) The yield is 0.550. The catalyst is N1C=CC=CC=1. The product is [CH3:13][O:12][C:11]1[C:3]([O:2][CH3:1])=[CH:4][C:5]2[S:14][C:15]([C:17]3[CH:22]=[CH:21][CH:20]=[CH:19][N:18]=3)=[N:16][C:7](=[O:9])[C:6]=2[CH:10]=1. The reactants are [CH3:1][O:2][C:3]1[C:11]([O:12][CH3:13])=[CH:10][C:6]([C:7]([OH:9])=O)=[C:5]([SH:14])[CH:4]=1.[C:15]([C:17]1[CH:22]=[CH:21][CH:20]=[CH:19][N:18]=1)#[N:16]. (5) The reactants are [Cl-].O[NH3+:3].[C:4](=[O:7])([O-])[OH:5].[Na+].CS(C)=O.[CH2:13]([C:15]1[N:16]([C:40]2[CH:45]=[CH:44][C:43]([O:46][CH:47]3[CH2:51][CH2:50][CH2:49][C@H:48]3[OH:52])=[CH:42][CH:41]=2)[C:17](=[O:39])[C:18]([CH2:24][C:25]2[CH:30]=[CH:29][C:28]([C:31]3[C:32]([C:37]#[N:38])=[CH:33][CH:34]=[CH:35][CH:36]=3)=[CH:27][CH:26]=2)=[C:19]([CH2:21][CH2:22][CH3:23])[N:20]=1)[CH3:14]. The catalyst is O. The product is [CH2:13]([C:15]1[N:16]([C:40]2[CH:45]=[CH:44][C:43]([O:46][CH:47]3[CH2:51][CH2:50][CH2:49][C@H:48]3[OH:52])=[CH:42][CH:41]=2)[C:17](=[O:39])[C:18]([CH2:24][C:25]2[CH:26]=[CH:27][C:28]([C:31]3[CH:36]=[CH:35][CH:34]=[CH:33][C:32]=3[C:37]3[NH:3][C:4](=[O:7])[O:5][N:38]=3)=[CH:29][CH:30]=2)=[C:19]([CH2:21][CH2:22][CH3:23])[N:20]=1)[CH3:14]. The yield is 0.440.